This data is from Catalyst prediction with 721,799 reactions and 888 catalyst types from USPTO. The task is: Predict which catalyst facilitates the given reaction. (1) Reactant: C[Si](C=[N+]=[N-])(C)C.[Br:8][C:9]1[CH:10]=[C:11]([CH2:16][C:17]([OH:19])=[O:18])[CH:12]=[C:13]([Br:15])[CH:14]=1.[CH3:20]O. Product: [CH3:20][O:18][C:17](=[O:19])[CH2:16][C:11]1[CH:10]=[C:9]([Br:8])[CH:14]=[C:13]([Br:15])[CH:12]=1. The catalyst class is: 11. (2) Reactant: [CH3:1][C:2]1[CH:3]=[C:4]([CH:8]=[CH:9][C:10]=1[CH3:11])[C:5]([OH:7])=[O:6].[C:12]1([CH2:18][CH2:19]O)[CH:17]=[CH:16][CH:15]=[CH:14][CH:13]=1.S(=O)(=O)(O)O. Product: [CH3:1][C:2]1[CH:3]=[C:4]([CH:8]=[CH:9][C:10]=1[CH3:11])[C:5]([O:7][CH2:19][CH2:18][C:12]1[CH:17]=[CH:16][CH:15]=[CH:14][CH:13]=1)=[O:6]. The catalyst class is: 11. (3) Reactant: C[O:2][C:3]1[CH:8]=[CH:7][C:6]([C:9]2([CH3:18])[CH2:14][O:13][CH2:12][C:11]3=[CH:15][N:16]=[CH:17][N:10]23)=[CH:5][CH:4]=1.C[Si](I)(C)C.CO. Product: [CH3:18][C:9]1([C:6]2[CH:7]=[CH:8][C:3]([OH:2])=[CH:4][CH:5]=2)[CH2:14][O:13][CH2:12][C:11]2=[CH:15][N:16]=[CH:17][N:10]12. The catalyst class is: 10. (4) Reactant: [C:1]([O:5][C:6]([N:8]1[C:16]2[C:11](=[CH:12][CH:13]=[C:14]([C:17](O)=[O:18])[CH:15]=2)[CH2:10][CH2:9]1)=[O:7])([CH3:4])([CH3:3])[CH3:2].C1N=CN(C(N2C=NC=C2)=O)C=1.O.[BH4-].[Na+]. Product: [C:1]([O:5][C:6]([N:8]1[C:16]2[C:11](=[CH:12][CH:13]=[C:14]([CH2:17][OH:18])[CH:15]=2)[CH2:10][CH2:9]1)=[O:7])([CH3:4])([CH3:2])[CH3:3]. The catalyst class is: 1. (5) Product: [OH2:23].[F:1][C:2]1[CH:3]=[CH:4][C:5]([CH2:6][CH2:7][NH:8][C:9](=[N:11][C:12]2[CH:20]=[C:19]3[C:15]([CH2:16][C@@H:17]([OH:36])[C@@H:18]3[NH:21][C:22]([C:24]3[CH:29]=[CH:28][C:27]([C:30]4[CH:31]=[CH:32][CH:33]=[CH:34][CH:35]=4)=[CH:26][CH:25]=3)=[O:23])=[CH:14][CH:13]=2)[CH3:10])=[CH:37][CH:38]=1.[C:27]1([C:30]2[CH:31]=[CH:32][CH:33]=[CH:34][CH:35]=2)[CH:26]=[CH:25][C:24]([C:22]([NH:21][C@@H:18]2[C:19]3[C:15](=[CH:14][CH:13]=[C:12]([N:11]=[C:9]([NH:8][CH2:7][CH2:6][C:5]4[CH:37]=[CH:38][C:2]([F:1])=[CH:3][CH:4]=4)[CH3:10])[CH:20]=3)[CH2:16][C@H:17]2[OH:36])=[O:23])=[CH:29][CH:28]=1. Reactant: [F:1][C:2]1[CH:38]=[CH:37][C:5]([CH2:6][CH2:7][NH:8][C:9](=[N:11][C:12]2[CH:20]=[C:19]3[C:15]([CH2:16][C@@H:17]([OH:36])[C@@H:18]3[NH:21][C:22]([C:24]3[CH:29]=[CH:28][C:27]([C:30]4[CH:35]=[CH:34][CH:33]=[CH:32][CH:31]=4)=[CH:26][CH:25]=3)=[O:23])=[CH:14][CH:13]=2)[CH3:10])=[CH:4][CH:3]=1.O. The catalyst class is: 5. (6) Reactant: [O:1]1[C@@:5]2([CH:10]3[CH2:11][CH2:12][N:7]([CH2:8][CH2:9]3)[CH2:6]2)[CH2:4][NH:3][C:2]1=[O:13].Br[C:15]1[CH:19]=[C:18]([C:20]2[CH:21]=[N:22][CH:23]=[CH:24][CH:25]=2)[O:17][CH:16]=1. Product: [N:22]1[CH:23]=[CH:24][CH:25]=[C:20]([C:18]2[O:17][CH:16]=[C:15]([N:3]3[CH2:4][C@:5]4([CH:10]5[CH2:11][CH2:12][N:7]([CH2:8][CH2:9]5)[CH2:6]4)[O:1][C:2]3=[O:13])[CH:19]=2)[CH:21]=1. The catalyst class is: 205.